From a dataset of Reaction yield outcomes from USPTO patents with 853,638 reactions. Predict the reaction yield, written as a fraction of the theoretical maximum amount of product (1.0 means a 100% yield; for example, 0.34 means a 34% yield). (1) The reactants are [H-].[Na+].C(OP([CH2:11][C:12]([O:14][CH2:15][CH3:16])=[O:13])(OCC)=O)C.[S:17]1[C:21]2[C:22]([CH:26]=O)=[CH:23][CH:24]=[CH:25][C:20]=2[N:19]=[N:18]1.O. The catalyst is O1CCCC1. The product is [S:17]1[C:21]2[C:22](/[CH:26]=[CH:11]/[C:12]([O:14][CH2:15][CH3:16])=[O:13])=[CH:23][CH:24]=[CH:25][C:20]=2[N:19]=[N:18]1. The yield is 0.980. (2) The reactants are Br[C:2]1[N:3]=[C:4]2[C:10]3[CH:11]=[CH:12][CH:13]=[CH:14][C:9]=3[NH:8][C:7]3[N:15]=[CH:16][CH:17]=[CH:18][C:6]=3[N:5]2[C:19]=1[C:20]1[CH:25]=[CH:24][C:23]([C:26]2([NH:30][C:31](=[O:37])[O:32][C:33]([CH3:36])([CH3:35])[CH3:34])[CH2:29][CH2:28][CH2:27]2)=[CH:22][CH:21]=1.[CH3:38][O:39][C:40]1[N:45]=[CH:44][C:43](B(O)O)=[CH:42][N:41]=1.C([O-])([O-])=O.[Na+].[Na+]. The catalyst is CN(C=O)C.CCOC(C)=O.CC(P(C(C)(C)C)C1C=CC(N(C)C)=CC=1)(C)C.CC(P(C(C)(C)C)C1C=CC(N(C)C)=CC=1)(C)C.Cl[Pd]Cl. The product is [CH3:38][O:39][C:40]1[N:45]=[CH:44][C:43]([C:2]2[N:3]=[C:4]3[C:10]4[CH:11]=[CH:12][CH:13]=[CH:14][C:9]=4[NH:8][C:7]4[N:15]=[CH:16][CH:17]=[CH:18][C:6]=4[N:5]3[C:19]=2[C:20]2[CH:21]=[CH:22][C:23]([C:26]3([NH:30][C:31](=[O:37])[O:32][C:33]([CH3:35])([CH3:36])[CH3:34])[CH2:27][CH2:28][CH2:29]3)=[CH:24][CH:25]=2)=[CH:42][N:41]=1. The yield is 0.860. (3) The reactants are [NH2:1][C:2]1[CH:7]=[CH:6][C:5](Br)=[CH:4][N:3]=1.[CH3:9][O:10][C:11]1[N:16]=[CH:15][C:14](B(O)O)=[CH:13][CH:12]=1.C(=O)([O-])[O-].[K+].[K+]. The catalyst is O1CCOCC1.C(OCC)C. The product is [CH3:9][O:10][C:11]1[N:16]=[CH:15][C:14]([C:5]2[CH:6]=[CH:7][C:2]([NH2:1])=[N:3][CH:4]=2)=[CH:13][CH:12]=1. The yield is 0.830. (4) The yield is 0.250. No catalyst specified. The product is [F:24][C:18]1[CH:19]=[C:20]([I:23])[CH:21]=[CH:22][C:17]=1[NH:16][C:7]1[C:6]([C:4]([NH2:25])=[O:3])=[CH:11][N:10]2[C:12]([CH3:15])=[N:13][N:14]=[C:9]2[CH:8]=1. The reactants are C([O:3][C:4]([C:6]1[C:7]([NH:16][C:17]2[CH:22]=[CH:21][C:20]([I:23])=[CH:19][C:18]=2[F:24])=[CH:8][C:9]2[N:10]([C:12]([CH3:15])=[N:13][N:14]=2)[CH:11]=1)=O)C.[NH3:25]. (5) The reactants are Br[C:2]1[CH:7]=[CH:6][C:5]([CH2:8][C:9]([NH:11][C:12]2[CH:17]=[CH:16][C:15]([CH2:18][C:19]([CH3:26])([CH3:25])[C:20]([O:22][CH2:23][CH3:24])=[O:21])=[C:14]([C:27]([F:30])([F:29])[F:28])[CH:13]=2)=[O:10])=[C:4]([F:31])[CH:3]=1.C([O-])(=O)C.[K+].[CH3:37][C:38]1([CH3:54])[C:42]([CH3:44])([CH3:43])[O:41][B:40]([B:40]2[O:41][C:42]([CH3:44])([CH3:43])[C:38]([CH3:54])([CH3:37])[O:39]2)[O:39]1. The catalyst is O1CCOCC1.C1C=CC(P(C2C=CC=CC=2)[C-]2C=CC=C2)=CC=1.C1C=CC(P(C2C=CC=CC=2)[C-]2C=CC=C2)=CC=1.Cl[Pd]Cl.[Fe+2]. The product is [F:31][C:4]1[CH:3]=[C:2]([B:40]2[O:41][C:42]([CH3:44])([CH3:43])[C:38]([CH3:54])([CH3:37])[O:39]2)[CH:7]=[CH:6][C:5]=1[CH2:8][C:9]([NH:11][C:12]1[CH:17]=[CH:16][C:15]([CH2:18][C:19]([CH3:26])([CH3:25])[C:20]([O:22][CH2:23][CH3:24])=[O:21])=[C:14]([C:27]([F:30])([F:29])[F:28])[CH:13]=1)=[O:10]. The yield is 0.770.